Dataset: Reaction yield outcomes from USPTO patents with 853,638 reactions. Task: Predict the reaction yield, written as a fraction of the theoretical maximum amount of product (1.0 means a 100% yield; for example, 0.34 means a 34% yield). (1) The reactants are [OH:1][CH2:2][C@H:3]1[CH2:19][N:7]2[CH2:8][CH2:9][N:10]([C:12]3[N:17]=[CH:16][C:15]([F:18])=[CH:14][N:13]=3)[CH2:11][C@@H:6]2[CH2:5][CH2:4]1.C[N+]1([O-])CCOCC1. The catalyst is [Ru]([O-])(=O)(=O)=O.C([N+](CCC)(CCC)CCC)CC.C(Cl)Cl. The yield is 0.610. The product is [CH:2]([C@H:3]1[CH2:19][N:7]2[CH2:8][CH2:9][N:10]([C:12]3[N:17]=[CH:16][C:15]([F:18])=[CH:14][N:13]=3)[CH2:11][C@@H:6]2[CH2:5][CH2:4]1)=[O:1]. (2) The reactants are [CH2:1]([O:3][C:4]([C:6]1([CH2:23][CH:24]=[CH2:25])[CH2:11][CH2:10][CH:9]([N:12]2[C:20](=[O:21])[C:19]3[C:14](=[CH:15][CH:16]=[CH:17][CH:18]=3)[C:13]2=[O:22])[CH2:8][CH2:7]1)=[O:5])[CH3:2]. The catalyst is C(O)C.[Rh](Cl)(Cl)Cl. The product is [CH2:1]([O:3][C:4]([C:6]1(/[CH:23]=[CH:24]/[CH3:25])[CH2:7][CH2:8][CH:9]([N:12]2[C:13](=[O:22])[C:14]3[C:19](=[CH:18][CH:17]=[CH:16][CH:15]=3)[C:20]2=[O:21])[CH2:10][CH2:11]1)=[O:5])[CH3:2]. The yield is 0.990.